This data is from Full USPTO retrosynthesis dataset with 1.9M reactions from patents (1976-2016). The task is: Predict the reactants needed to synthesize the given product. (1) The reactants are: [O:1]1[C:5]2[CH:6]=[CH:7][CH:8]=[C:9]([CH2:10][CH2:11][NH:12][C:13](=O)[CH3:14])[C:4]=2[O:3][CH2:2]1.O=P12OP3(OP(OP(O3)(O1)=O)(=O)O2)=O. Given the product [CH3:14][C:13]1[C:8]2[C:9]([CH2:10][CH2:11][N:12]=1)=[C:4]1[O:3][CH2:2][O:1][C:5]1=[CH:6][CH:7]=2, predict the reactants needed to synthesize it. (2) Given the product [Cl:27][C:21]1[CH:22]=[CH:23][C:24]([Cl:26])=[CH:25][C:20]=1[CH2:19][N:18]1[CH2:17][CH2:16][NH:15][C:14]2[N:28]=[CH:29][C:11]([C:10]#[C:9][CH2:8][NH2:7])=[CH:12][C:13]1=2, predict the reactants needed to synthesize it. The reactants are: C(OC(=O)[NH:7][CH2:8][C:9]#[C:10][C:11]1[CH:29]=[N:28][C:14]2[NH:15][CH2:16][CH2:17][N:18]([CH2:19][C:20]3[CH:25]=[C:24]([Cl:26])[CH:23]=[CH:22][C:21]=3[Cl:27])[C:13]=2[CH:12]=1)(C)(C)C.FC(F)(F)C(O)=O.[OH-].[Na+]. (3) Given the product [CH3:17][O:16][C:14]([C:11]1([C:8]2[CH:9]=[CH:10][C:5]([C:3]3[N:18]=[C:19]([NH2:21])[S:20][CH:2]=3)=[CH:6][CH:7]=2)[CH2:13][CH2:12]1)=[O:15], predict the reactants needed to synthesize it. The reactants are: Cl[CH2:2][C:3]([C:5]1[CH:10]=[CH:9][C:8]([C:11]2([C:14]([O:16][CH3:17])=[O:15])[CH2:13][CH2:12]2)=[CH:7][CH:6]=1)=O.[NH2:18][C:19]([NH2:21])=[S:20].